Dataset: CYP3A4 inhibition data for predicting drug metabolism from PubChem BioAssay. Task: Regression/Classification. Given a drug SMILES string, predict its absorption, distribution, metabolism, or excretion properties. Task type varies by dataset: regression for continuous measurements (e.g., permeability, clearance, half-life) or binary classification for categorical outcomes (e.g., BBB penetration, CYP inhibition). Dataset: cyp3a4_veith. (1) The drug is CCOc1ccc(CCNC(=O)CCCN2C(=O)c3ccccc3C2=O)cc1OCC. The result is 1 (inhibitor). (2) The molecule is COc1cccc(-c2nccc(-n3ccnc3)n2)c1. The result is 1 (inhibitor). (3) The drug is CCCCCCCCCC(=O)O[C@H](CC(=O)O)C[N+](C)(C)C. The result is 0 (non-inhibitor). (4) The drug is COc1ccc2c(c1)Cc1sc(NC(=O)c3ccco3)nc1-2. The result is 1 (inhibitor). (5) The drug is O=C(COC(=O)c1ccccc1Nc1cccc(C(F)(F)F)c1)NCc1ccco1. The result is 1 (inhibitor).